Dataset: Full USPTO retrosynthesis dataset with 1.9M reactions from patents (1976-2016). Task: Predict the reactants needed to synthesize the given product. Given the product [CH3:1][O:2][C:3]12[CH2:10][CH2:9][C:6]([CH2:11][CH2:12][CH2:13][OH:14])([CH2:7][CH2:8]1)[CH2:5][CH2:4]2, predict the reactants needed to synthesize it. The reactants are: [CH3:1][O:2][C:3]12[CH2:10][CH2:9][C:6]([CH2:11][CH2:12][C:13](OC)=[O:14])([CH2:7][CH2:8]1)[CH2:5][CH2:4]2.[Li+].[BH4-].[NH4+].[Cl-].